This data is from Full USPTO retrosynthesis dataset with 1.9M reactions from patents (1976-2016). The task is: Predict the reactants needed to synthesize the given product. (1) Given the product [Br:1][C:2]1[C:3]([NH:9][CH2:10][C:11]([O-:13])=[O:12])=[N:4][CH:5]=[C:6]([Br:8])[N:7]=1.[Na+:17], predict the reactants needed to synthesize it. The reactants are: [Br:1][C:2]1[C:3]([NH:9][CH2:10][C:11]([O:13]CC)=[O:12])=[N:4][CH:5]=[C:6]([Br:8])[N:7]=1.[OH-].[Na+:17].O. (2) Given the product [Br:31][C:32]1[CH:40]=[CH:39][C:35]([C:6]([N:8]2[CH2:9][CH2:10][N:11]([C:14]3[C:19]([Cl:20])=[CH:18][C:17]([CH3:21])=[CH:16][N:15]=3)[CH2:12][CH2:13]2)=[O:7])=[C:34]([F:41])[CH:33]=1, predict the reactants needed to synthesize it. The reactants are: C(O[C:6]([N:8]1[CH2:13][CH2:12][N:11]([C:14]2[C:19]([Cl:20])=[CH:18][C:17]([CH3:21])=[CH:16][N:15]=2)[CH2:10][CH2:9]1)=[O:7])(C)(C)C.FC(F)(F)C(O)=O.[OH-].[Na+].[Br:31][C:32]1[CH:40]=[CH:39][C:35](C(Cl)=O)=[C:34]([F:41])[CH:33]=1.